From a dataset of Serine/threonine kinase 33 screen with 319,792 compounds. Binary Classification. Given a drug SMILES string, predict its activity (active/inactive) in a high-throughput screening assay against a specified biological target. (1) The drug is s1c(NC(=O)c2oc([N+]([O-])=O)cc2)c(cc1)C(=O)N. The result is 0 (inactive). (2) The drug is O=C1c2c(CC\C1=C\c1ncccc1)cc(OC)cc2. The result is 0 (inactive). (3) The drug is O(Cc1c(onc1C)C)c1c(OC)cc(C(=O)NCc2ccc(cc2)C)cc1. The result is 0 (inactive). (4) The drug is Clc1c(NC(=O)C2CN(C(=O)C2)c2c(OCC)cccc2)cc(S(=O)(=O)C)cc1. The result is 0 (inactive).